Dataset: NCI-60 drug combinations with 297,098 pairs across 59 cell lines. Task: Regression. Given two drug SMILES strings and cell line genomic features, predict the synergy score measuring deviation from expected non-interaction effect. (1) Drug 2: C1=CC(=CC=C1CC(C(=O)O)N)N(CCCl)CCCl.Cl. Drug 1: CC1=CC2C(CCC3(C2CCC3(C(=O)C)OC(=O)C)C)C4(C1=CC(=O)CC4)C. Synergy scores: CSS=14.4, Synergy_ZIP=-0.281, Synergy_Bliss=8.59, Synergy_Loewe=6.23, Synergy_HSA=6.27. Cell line: A498. (2) Drug 1: CC1=C2C(C(=O)C3(C(CC4C(C3C(C(C2(C)C)(CC1OC(=O)C(C(C5=CC=CC=C5)NC(=O)OC(C)(C)C)O)O)OC(=O)C6=CC=CC=C6)(CO4)OC(=O)C)OC)C)OC. Drug 2: N.N.Cl[Pt+2]Cl. Cell line: RPMI-8226. Synergy scores: CSS=84.1, Synergy_ZIP=13.3, Synergy_Bliss=13.6, Synergy_Loewe=-12.0, Synergy_HSA=10.8. (3) Drug 1: CC1=CC=C(C=C1)C2=CC(=NN2C3=CC=C(C=C3)S(=O)(=O)N)C(F)(F)F. Drug 2: C1CN1P(=S)(N2CC2)N3CC3. Cell line: NCI-H226. Synergy scores: CSS=8.60, Synergy_ZIP=-8.30, Synergy_Bliss=-9.68, Synergy_Loewe=-10.7, Synergy_HSA=-8.81.